Dataset: HIV replication inhibition screening data with 41,000+ compounds from the AIDS Antiviral Screen. Task: Binary Classification. Given a drug SMILES string, predict its activity (active/inactive) in a high-throughput screening assay against a specified biological target. (1) The drug is CC(=O)c1ccc(NC(=O)C(=O)Nn2c(=S)[nH]c3ccccc3c2=O)cc1. The result is 0 (inactive). (2) The compound is CC(CC(=O)N1C2CC3CCC2(CS1(=O)=O)C3(C)C)[Si](C)(C)C. The result is 0 (inactive). (3) The compound is CC1(Cl)CCC2(CC(Br)=CC3OC32C)CC1Br. The result is 0 (inactive). (4) The molecule is CCOP(=O)(OCC)C(C#N)=Cc1ccsc1. The result is 0 (inactive). (5) The molecule is O=C1C2CCC3C(=O)C(Cl)(Cl)C3CCC2C1(Cl)Cl. The result is 0 (inactive). (6) The compound is CCOC(=O)C(=Cc1c(C)[nH]c2ccccc12)P(=O)(OCC)OCC. The result is 1 (active). (7) The drug is Cc1ccc2c(c1)C[P+](c1ccccc1)(c1ccccc1)CC2C.F[P-](F)(F)(F)(F)F. The result is 0 (inactive).